From a dataset of Full USPTO retrosynthesis dataset with 1.9M reactions from patents (1976-2016). Predict the reactants needed to synthesize the given product. Given the product [NH2:1][C:2]1[C:11]2[CH:10]=[CH:9][C:8]([F:12])=[C:7]([C:23]3[C:24]([F:30])=[CH:25][CH:26]=[C:27]([O:28][CH3:29])[C:22]=3[F:21])[C:6]=2[N:5]=[C:4]2[CH2:14][N:15]([CH:18]3[CH2:20][CH2:19]3)[C:16](=[O:17])[C:3]=12, predict the reactants needed to synthesize it. The reactants are: [NH2:1][C:2]1[C:11]2[CH:10]=[CH:9][C:8]([F:12])=[C:7](Br)[C:6]=2[N:5]=[C:4]2[CH2:14][N:15]([CH:18]3[CH2:20][CH2:19]3)[C:16](=[O:17])[C:3]=12.[F:21][C:22]1[C:27]([O:28][CH3:29])=[CH:26][CH:25]=[C:24]([F:30])[C:23]=1B(O)O.